From a dataset of Peptide-MHC class I binding affinity with 185,985 pairs from IEDB/IMGT. Regression. Given a peptide amino acid sequence and an MHC pseudo amino acid sequence, predict their binding affinity value. This is MHC class I binding data. The MHC is Mamu-B17 with pseudo-sequence Mamu-B17. The peptide sequence is EKEEGIIPDW. The binding affinity (normalized) is 0.